This data is from Peptide-MHC class I binding affinity with 185,985 pairs from IEDB/IMGT. The task is: Regression. Given a peptide amino acid sequence and an MHC pseudo amino acid sequence, predict their binding affinity value. This is MHC class I binding data. (1) The peptide sequence is FLCPTFTLK. The MHC is HLA-B08:01 with pseudo-sequence HLA-B08:01. The binding affinity (normalized) is 0.0847. (2) The peptide sequence is TLKPGTMSV. The MHC is HLA-A25:01 with pseudo-sequence HLA-A25:01. The binding affinity (normalized) is 0.0847.